This data is from Forward reaction prediction with 1.9M reactions from USPTO patents (1976-2016). The task is: Predict the product of the given reaction. (1) Given the reactants [Cl:1][C:2]1[CH:11]=[CH:10][C:9]2[NH:8][C:7](=[O:12])[C:6]3=[C:13]([CH3:22])[N:14]([CH:16]4[CH2:21][CH2:20][CH2:19][CH2:18][O:17]4)[N:15]=[C:5]3[C:4]=2[CH:3]=1.[H-].[Na+].[CH2:25]([N:28]1[C:33]([CH3:35])([CH3:34])[CH2:32][CH2:31]OS1(=O)=O)[CH:26]=[CH2:27], predict the reaction product. The product is: [CH2:25]([NH:28][C:33]([CH3:35])([CH3:34])[CH2:32][CH2:31][N:8]1[C:9]2[CH:10]=[CH:11][C:2]([Cl:1])=[CH:3][C:4]=2[C:5]2=[N:15][N:14]([CH:16]3[CH2:21][CH2:20][CH2:19][CH2:18][O:17]3)[C:13]([CH3:22])=[C:6]2[C:7]1=[O:12])[CH:26]=[CH2:27]. (2) Given the reactants [Cl:1][C:2]1[C:7]([NH:8][S:9]([C:12]2[CH:17]=[CH:16][C:15]([F:18])=[CH:14][CH:13]=2)(=[O:11])=[O:10])=[CH:6][C:5](B2OC(C)(C)C(C)(C)O2)=[CH:4][N:3]=1.Br[C:29]1[CH:30]=[C:31]2[C:36](=[CH:37][CH:38]=1)[CH:35]=[N:34][N:33]=[CH:32]2.C([O-])([O-])=O.[Na+].[Na+], predict the reaction product. The product is: [Cl:1][C:2]1[C:7]([NH:8][S:9]([C:12]2[CH:13]=[CH:14][C:15]([F:18])=[CH:16][CH:17]=2)(=[O:10])=[O:11])=[CH:6][C:5]([C:29]2[CH:30]=[C:31]3[C:36](=[CH:37][CH:38]=2)[CH:35]=[N:34][N:33]=[CH:32]3)=[CH:4][N:3]=1. (3) The product is: [CH2:44]([O:43][C:42](=[O:51])[NH:41][C@H:37]1[CH2:38][CH2:39][CH2:40][N:35]([C:34]2[CH:33]=[CH:32][N:31]=[CH:30][C:29]=2[NH:28][C:25]([C:13]2[C:12]([NH:11][C:9]([O:8][CH2:1][C:2]3[CH:7]=[CH:6][CH:5]=[CH:4][CH:3]=3)=[O:10])=[CH:21][C:20]3[C:15](=[CH:16][C:17]([CH2:22][C:23]#[N:24])=[CH:18][CH:19]=3)[N:14]=2)=[O:27])[CH2:36]1)[C:45]1[CH:50]=[CH:49][CH:48]=[CH:47][CH:46]=1. Given the reactants [CH2:1]([O:8][C:9]([NH:11][C:12]1[C:13]([C:25]([OH:27])=O)=[N:14][C:15]2[C:20]([CH:21]=1)=[CH:19][CH:18]=[C:17]([CH2:22][C:23]#[N:24])[CH:16]=2)=[O:10])[C:2]1[CH:7]=[CH:6][CH:5]=[CH:4][CH:3]=1.[NH2:28][C:29]1[CH:30]=[N:31][CH:32]=[CH:33][C:34]=1[N:35]1[CH2:40][CH2:39][CH2:38][C@H:37]([NH:41][C:42](=[O:51])[O:43][CH2:44][C:45]2[CH:50]=[CH:49][CH:48]=[CH:47][CH:46]=2)[CH2:36]1.CN(C(ON1N=NC2C=CC=NC1=2)=[N+](C)C)C.F[P-](F)(F)(F)(F)F.CCN(C(C)C)C(C)C, predict the reaction product.